Dataset: Reaction yield outcomes from USPTO patents with 853,638 reactions. Task: Predict the reaction yield, written as a fraction of the theoretical maximum amount of product (1.0 means a 100% yield; for example, 0.34 means a 34% yield). (1) The reactants are COP([CH2:7][P:8](=[O:13])([O:11][CH3:12])[O:9][CH3:10])(=O)OC.[H-].[Na+].[CH2:16]([O:23][N:24]([CH2:27][C@@H:28]([O:49][CH2:50][C:51]1[CH:56]=[CH:55][CH:54]=[CH:53][CH:52]=1)[C@H:29]([O:41][CH2:42][C:43]1[CH:48]=[CH:47][CH:46]=[CH:45][CH:44]=1)[C@H:30]([O:33][CH2:34][C:35]1[CH:40]=[CH:39][CH:38]=[CH:37][CH:36]=1)[CH:31]=O)[CH:25]=[O:26])[C:17]1[CH:22]=[CH:21][CH:20]=[CH:19][CH:18]=1. The catalyst is C(OCC)C. The product is [CH2:34]([O:33][C@@H:30]([C@@H:29]([O:41][CH2:42][C:43]1[CH:48]=[CH:47][CH:46]=[CH:45][CH:44]=1)[C@H:28]([O:49][CH2:50][C:51]1[CH:56]=[CH:55][CH:54]=[CH:53][CH:52]=1)[CH2:27][N:24]([O:23][CH2:16][C:17]1[CH:18]=[CH:19][CH:20]=[CH:21][CH:22]=1)[CH:25]=[O:26])/[CH:31]=[CH:7]/[P:8](=[O:13])([O:9][CH3:10])[O:11][CH3:12])[C:35]1[CH:40]=[CH:39][CH:38]=[CH:37][CH:36]=1. The yield is 0.554. (2) The product is [CH2:10]([C:9]1[CH:8]=[CH:7][C:6]([CH:4]([CH3:5])[C:2]([O:1][CH2:21][CH3:22])=[O:3])=[CH:15][CH:14]=1)[CH:11]([CH3:12])[CH3:13]. The yield is 1.00. No catalyst specified. The reactants are [OH:1][C:2]([CH:4]([C:6]1[CH:15]=[CH:14][C:9]([CH2:10][CH:11]([CH3:13])[CH3:12])=[CH:8][CH:7]=1)[CH3:5])=[O:3].Cl[Si](C)(C)C.[CH3:21][CH2:22]O. (3) The reactants are [CH3:1][N:2]1[C:10]2[CH:9]=[CH:8][CH:7]=[C:6]([C:11](OC3C=CC=CC=3)=[O:12])[C:5]=2[C:4]2([C:31]3[C:22](=[CH:23][C:24]4[O:29][CH2:28][CH2:27][O:26][C:25]=4[CH:30]=3)[O:21][CH2:20]2)[C:3]1=[O:32].Cl.CN.C(=O)([O-])[O-].[K+].[K+].[CH3:42][N:43](C)C=O. The product is [CH3:42][NH:43][C:11]([C:6]1[C:5]2[C:4]3([C:31]4[C:22](=[CH:23][C:24]5[O:29][CH2:28][CH2:27][O:26][C:25]=5[CH:30]=4)[O:21][CH2:20]3)[C:3](=[O:32])[N:2]([CH3:1])[C:10]=2[CH:9]=[CH:8][CH:7]=1)=[O:12]. The catalyst is O. The yield is 0.320. (4) The reactants are [H-].[Na+].[CH3:3][C@@H:4]([OH:8])[C@H:5]([OH:7])[CH3:6].[NH2:9][C:10]1[C:18]2[C:17]([C:19]3[CH:24]=[CH:23][C:22]([Cl:25])=[C:21]([Cl:26])[CH:20]=3)=[N:16][C:15](S(C)=O)=[N:14][C:13]=2[S:12][C:11]=1[C:30]([NH2:32])=[O:31]. The catalyst is C1COCC1. The product is [OH:7][C@H:5]([CH3:6])[C@@H:4]([CH3:3])[O:8][C:15]1[N:16]=[C:17]([C:19]2[CH:24]=[CH:23][C:22]([Cl:25])=[C:21]([Cl:26])[CH:20]=2)[C:18]2[C:10]([NH2:9])=[C:11]([C:30]([NH2:32])=[O:31])[S:12][C:13]=2[N:14]=1. The yield is 0.290.